This data is from Forward reaction prediction with 1.9M reactions from USPTO patents (1976-2016). The task is: Predict the product of the given reaction. (1) Given the reactants [Br:1][C:2]1[CH:7]=[CH:6][C:5]([C:8]2[N:17]=[C:16](Cl)[C:15]3[C:10](=[CH:11][C:12]([Cl:19])=[CH:13][CH:14]=3)[N:9]=2)=[CH:4][CH:3]=1.[NH2:20][C:21]1[CH:26]=[CH:25][CH:24]=[CH:23][CH:22]=1, predict the reaction product. The product is: [Br:1][C:2]1[CH:7]=[CH:6][C:5]([C:8]2[N:17]=[C:16]([NH:20][C:21]3[CH:26]=[CH:25][CH:24]=[CH:23][CH:22]=3)[C:15]3[C:10](=[CH:11][C:12]([Cl:19])=[CH:13][CH:14]=3)[N:9]=2)=[CH:4][CH:3]=1. (2) The product is: [CH:1]1([C:4]2[CH:9]=[CH:8][N:7]=[CH:6][C:5]=2[N:10]2[CH2:14][CH2:13][N:12]([C:17]3[CH:18]=[CH:19][C:20]4[O:24][CH:23]=[C:22]([CH3:25])[C:21]=4[CH:26]=3)[C:11]2=[O:15])[CH2:3][CH2:2]1. Given the reactants [CH:1]1([C:4]2[CH:9]=[CH:8][N:7]=[CH:6][C:5]=2[N:10]2[CH2:14][CH2:13][NH:12][C:11]2=[O:15])[CH2:3][CH2:2]1.Br[C:17]1[CH:18]=[CH:19][C:20]2[O:24][CH:23]=[C:22]([CH3:25])[C:21]=2[CH:26]=1.CN[C@@H]1CCCC[C@H]1NC.P([O-])([O-])([O-])=O.[K+].[K+].[K+], predict the reaction product. (3) Given the reactants Br[CH2:2][C:3]1[C:13]([Cl:14])=[N:12][CH:11]=[CH:10][C:4]=1[C:5]([O:7]CC)=O.Cl.[CH3:16][C:17]1[CH:18]=[C:19]([CH:29]([NH2:31])[CH3:30])[CH:20]=[N:21][C:22]=1[O:23][CH2:24][C:25]([F:28])([F:27])[F:26].C(N(CC)CC)C, predict the reaction product. The product is: [Cl:14][C:13]1[C:3]2[CH2:2][N:31]([CH:29]([C:19]3[CH:20]=[N:21][C:22]([O:23][CH2:24][C:25]([F:28])([F:26])[F:27])=[C:17]([CH3:16])[CH:18]=3)[CH3:30])[C:5](=[O:7])[C:4]=2[CH:10]=[CH:11][N:12]=1.